Dataset: Catalyst prediction with 721,799 reactions and 888 catalyst types from USPTO. Task: Predict which catalyst facilitates the given reaction. (1) Reactant: [CH2:1]([O:3][C:4](=[O:37])[C:5]([C:21](=[O:36])[C:22]1[CH:27]=[C:26]([F:28])[C:25]([F:29])=[C:24]([O:30][C:31]([F:34])([F:33])[F:32])[C:23]=1F)=[CH:6][NH:7][C:8]1[CH:13]=[CH:12][CH:11]=[C:10]([CH2:14][N:15]2[CH2:20][CH2:19][CH2:18][CH2:17][CH2:16]2)[CH:9]=1)[CH3:2].C([O-])([O-])=O.[K+].[K+].C1OCCOCCOCCOCCOCCOC1. Product: [F:28][C:26]1[CH:27]=[C:22]2[C:23](=[C:24]([O:30][C:31]([F:32])([F:34])[F:33])[C:25]=1[F:29])[N:7]([C:8]1[CH:13]=[CH:12][CH:11]=[C:10]([CH2:14][N:15]3[CH2:20][CH2:19][CH2:18][CH2:17][CH2:16]3)[CH:9]=1)[CH:6]=[C:5]([C:4]([O:3][CH2:1][CH3:2])=[O:37])[C:21]2=[O:36]. The catalyst class is: 1. (2) Product: [CH3:21][C:14]1([CH3:13])[O:15][B:8]([OH:9])[C:3]2[CH:2]=[CH:7][CH:6]=[CH:5][C:4]1=2. Reactant: Br[C:2]1[CH:7]=[CH:6][CH:5]=[CH:4][C:3]=1[B:8]1[O:15][CH2:14][CH2:13]N(CCCC)CC[O:9]1.[Li][CH2:21]CCC.CC(C)=O.Cl. The catalyst class is: 1. (3) Reactant: C([O-])([O-])=O.[Na+].[Na+].[N:7]1[CH:12]=[CH:11][C:10]([C:13]([NH:15][NH2:16])=[O:14])=[CH:9][CH:8]=1.[CH2:17]([O:19][C:20]1[CH:21]=[C:22]([CH:26]=[CH:27][C:28]=1[O:29][CH2:30][CH3:31])[C:23](Cl)=O)[CH3:18].O. Product: [CH2:17]([O:19][C:20]1[CH:21]=[C:22]([C:23]2[O:14][C:13]([C:10]3[CH:11]=[CH:12][N:7]=[CH:8][CH:9]=3)=[N:15][N:16]=2)[CH:26]=[CH:27][C:28]=1[O:29][CH2:30][CH3:31])[CH3:18]. The catalyst class is: 37. (4) Reactant: [NH2:1][C:2]1[C:3]([C:20]([NH:22][NH:23][C:24]([C:26]2[CH:40]=[CH:39][C:29]([CH2:30][NH:31][C:32](=[O:38])[O:33][C:34]([CH3:37])([CH3:36])[CH3:35])=[CH:28][CH:27]=2)=[O:25])=O)=[N:4][C:5]([C:8]2[CH:13]=[CH:12][C:11]([S:14]([CH:17]([CH3:19])[CH3:18])(=[O:16])=[O:15])=[CH:10][CH:9]=2)=[CH:6][N:7]=1.CCN(C(C)C)C(C)C.BrP(Br)(C1C=CC=CC=1)(C1C=CC=CC=1)C1C=CC=CC=1. Product: [NH2:1][C:2]1[C:3]([C:20]2[O:25][C:24]([C:26]3[CH:27]=[CH:28][C:29]([CH2:30][NH:31][C:32](=[O:38])[O:33][C:34]([CH3:35])([CH3:37])[CH3:36])=[CH:39][CH:40]=3)=[N:23][N:22]=2)=[N:4][C:5]([C:8]2[CH:9]=[CH:10][C:11]([S:14]([CH:17]([CH3:19])[CH3:18])(=[O:16])=[O:15])=[CH:12][CH:13]=2)=[CH:6][N:7]=1. The catalyst class is: 10. (5) Reactant: [CH3:1][C:2]1[CH:3]=[CH:4][C:5]([C:9]([C:11]2[C:20](=[O:21])[C:19]3[C:14](=[CH:15][CH:16]=[CH:17][CH:18]=3)[NH:13][CH:12]=2)=[O:10])=[N:6][C:7]=1[CH3:8].[H-].[Na+].Br[CH2:25][C:26]1[CH:31]=[CH:30][CH:29]=[C:28]([C:32]([F:35])([F:34])[F:33])[N:27]=1. Product: [CH3:1][C:2]1[CH:3]=[CH:4][C:5]([C:9]([C:11]2[C:20](=[O:21])[C:19]3[C:14](=[CH:15][CH:16]=[CH:17][CH:18]=3)[N:13]([CH2:25][C:26]3[CH:31]=[CH:30][CH:29]=[C:28]([C:32]([F:34])([F:33])[F:35])[N:27]=3)[CH:12]=2)=[O:10])=[N:6][C:7]=1[CH3:8]. The catalyst class is: 9. (6) Reactant: [N:1]([CH2:4][C:5]1[CH:14]=[C:13]2[C:8]([CH:9]=[C:10]([C:19]([O:21][CH2:22][CH3:23])=[O:20])[CH:11]([C:15]([F:18])([F:17])[F:16])[O:12]2)=[CH:7][C:6]=1[Cl:24])=[N+]=[N-].[C:25](Cl)(=[O:29])[CH2:26][CH2:27][CH3:28].CCN(CC)CC. The catalyst class is: 3. Product: [C:25]([NH:1][CH2:4][C:5]1[CH:14]=[C:13]2[C:8]([CH:9]=[C:10]([C:19]([O:21][CH2:22][CH3:23])=[O:20])[CH:11]([C:15]([F:18])([F:17])[F:16])[O:12]2)=[CH:7][C:6]=1[Cl:24])(=[O:29])[CH2:26][CH2:27][CH3:28]. (7) Reactant: [Li+].[AlH4-].C(OC(=O)[C:7]1[CH:12]=[CH:11][CH:10]=[CH:9][C:8]=1[C:13]1[NH:24][C:16]2[N:17]=[CH:18][N:19]=[C:20]([N:21]([CH3:23])[CH3:22])[C:15]=2[CH:14]=1)C.[C:26](OCC)(=[O:28])C.CO. Product: [CH3:22][N:21]([CH3:23])[C:20]1[C:15]2[CH:14]=[C:13]([C:8]3[CH:7]=[CH:12][C:11]([CH2:26][OH:28])=[CH:10][CH:9]=3)[NH:24][C:16]=2[N:17]=[CH:18][N:19]=1. The catalyst class is: 1.